Dataset: Experimentally validated miRNA-target interactions with 360,000+ pairs, plus equal number of negative samples. Task: Binary Classification. Given a miRNA mature sequence and a target amino acid sequence, predict their likelihood of interaction. (1) The miRNA is mmu-miR-574-3p with sequence CACGCUCAUGCACACACCCACA. The protein sequence of the target gene is MKHFLRMLIQVCLYFYCKFLWRCMKFVMRKLTGRCELQRICYGTKPGASRTMKIETSLRDSKSKLLQTSVSVHPDAIEKTIDDIMELKKINPDINPQLGISLQACLLQIVGYRNLIADVEKLRREPYDSDNPQHEEMLLKLWELLKPNTPLESRVSKQWCEIGFQGDDPKTDFRGMGLLGLYNLQYFAERDATVAQQVLSDSVHPKCSKFSKIEWEKKKMDKAIGYSFAIVGINITDLAYNLLVSGALKTHFYNIAPEAPTLSHFQQTFCYLMHEFHKFWIEEDPMDIMEFNRVREKFRK.... Result: 0 (no interaction). (2) The miRNA is dme-miR-8-3p with sequence UAAUACUGUCAGGUAAAGAUGUC. The protein sequence of the target gene is MAADEVAGGARKATKSKLFEFLVHGVRPGMPSGARMPHQGAPMGPPGSPYMGSPAVRPGLAPAGMEPARKRAAPPPGQSQAQSQGQPVPTAPARSRSAKRRKMADKILPQRIRELVPESQAYMDLLAFERKLDQTIMRKRVDIQEALKRPMKQKRKLRLYISNTFNPAKPDAEDSDGSIASWELRVEGKLLDDPSKQKRKFSSFFKSLVIELDKDLYGPDNHLVEWHRTPTTQETDGFQVKRPGDLSVRCTLLLMLDYQPPQFKLDPRLARLLGLHTQSRSAIVQALWQYVKTNRLQDSH.... Result: 0 (no interaction). (3) The miRNA is mmu-miR-673-5p with sequence CUCACAGCUCUGGUCCUUGGAG. The protein sequence of the target gene is MTKTEKKSFHQSLAEWKLFIYNPSSGEFLGRTSKSWGLILLFYLVFYGFLAALFTFTMWAMLQTLNDEVPKYRDQIPSPGLMVFPKPQTALEYTFSMSEPQTYKKLVEDLESFLKPYSVEEQKNLTSCPDGAPFIQHGPDYRACQFPVSLLEECSGVTDANFGYSKGQPCILVKMNRIIDLIPDGYPQISCLPKEENATIATYPEFGVLDLKYFPYYGKKRHVGYRQPLVAVQVKFDSGLNKKEVTVECHIAGTRNLKNKNERDKFLGRVSFKVTARA. Result: 0 (no interaction). (4) The miRNA is mmu-miR-6954-5p with sequence UGGGGCAGUUCUGGGGGCAGAU. The protein sequence of the target gene is MAVNQSHTENRRGALIPNGESLLKRSPNVELSFPQRSEGSNVFSGRKTGTLFLTSYRVIFITSCSISDPMLSFMMPFDLMTNLTVEQPVFAANFIKGTIQAAPYGGWEGQATFKLVFRNGDAIEFAQLMVKAASAAARGFPLRTLNDWFSSMGIYVITGEGNMCTPQMPCSVIVYGAPPAGYGAPPPGYGAPPAGYGAQPVGNEGPPVGYRASPVRYGAPPLGYGAPPAGYGAPPLGYGAPPLGYGTPPLGYGAPPLGYGAPPAGNEGPPAGYRASPAGSGARPQESTAAQAPENEASLP.... Result: 0 (no interaction). (5) The protein sequence of the target gene is MWNPNAGQPGPNPYPPNIGCPGGSNPAHPPPINPPFPPGPCPPPPGAPHGNPAFPPGGPPHPVPQPGYPGCQPLGPYPPPYPPPAPGIPPVNPLAPGMVGPAVIVDKKMQKKMKKAHKKMHKHQKHHKYHKHGKHSSSSSSSSSSDSD. Result: 1 (interaction). The miRNA is hsa-miR-6883-5p with sequence AGGGAGGGUGUGGUAUGGAUGU. (6) The miRNA is hsa-miR-6877-5p with sequence AGGGCCGAAGGGUGGAAGCUGC. The protein sequence of the target gene is MAPQSNNSTTFVSKTQHYLKVKKPLLERQRRARMNKCLDTLKTLVAEFQGDDAILRMDKAEMLEAALVFMRKQVVKQQAPVSPLPMDSFKNGYMNAVSEISRVMACTPAMSVDVGKTVMTHLGVEFQRMLQADQVQTSVTTSTPRPLSPASSGYHSDNEDSQSAASPKPVEETMWRPW. Result: 0 (no interaction).